Dataset: NCI-60 drug combinations with 297,098 pairs across 59 cell lines. Task: Regression. Given two drug SMILES strings and cell line genomic features, predict the synergy score measuring deviation from expected non-interaction effect. (1) Drug 1: CC1C(C(=O)NC(C(=O)N2CCCC2C(=O)N(CC(=O)N(C(C(=O)O1)C(C)C)C)C)C(C)C)NC(=O)C3=C4C(=C(C=C3)C)OC5=C(C(=O)C(=C(C5=N4)C(=O)NC6C(OC(=O)C(N(C(=O)CN(C(=O)C7CCCN7C(=O)C(NC6=O)C(C)C)C)C)C(C)C)C)N)C. Drug 2: CC1=C(C(=CC=C1)Cl)NC(=O)C2=CN=C(S2)NC3=CC(=NC(=N3)C)N4CCN(CC4)CCO. Cell line: SF-539. Synergy scores: CSS=4.01, Synergy_ZIP=-5.21, Synergy_Bliss=-7.83, Synergy_Loewe=-11.9, Synergy_HSA=-7.33. (2) Synergy scores: CSS=77.8, Synergy_ZIP=17.8, Synergy_Bliss=16.9, Synergy_Loewe=6.97, Synergy_HSA=16.9. Drug 1: CC1=C2C(C(=O)C3(C(CC4C(C3C(C(C2(C)C)(CC1OC(=O)C(C(C5=CC=CC=C5)NC(=O)OC(C)(C)C)O)O)OC(=O)C6=CC=CC=C6)(CO4)OC(=O)C)OC)C)OC. Drug 2: CS(=O)(=O)CCNCC1=CC=C(O1)C2=CC3=C(C=C2)N=CN=C3NC4=CC(=C(C=C4)OCC5=CC(=CC=C5)F)Cl. Cell line: K-562. (3) Drug 1: CC1=C2C(C(=O)C3(C(CC4C(C3C(C(C2(C)C)(CC1OC(=O)C(C(C5=CC=CC=C5)NC(=O)OC(C)(C)C)O)O)OC(=O)C6=CC=CC=C6)(CO4)OC(=O)C)OC)C)OC. Drug 2: CC1=C(C(=CC=C1)Cl)NC(=O)C2=CN=C(S2)NC3=CC(=NC(=N3)C)N4CCN(CC4)CCO. Cell line: NCI-H460. Synergy scores: CSS=56.2, Synergy_ZIP=10.5, Synergy_Bliss=12.1, Synergy_Loewe=-16.4, Synergy_HSA=11.6. (4) Drug 1: CN(C)C1=NC(=NC(=N1)N(C)C)N(C)C. Synergy scores: CSS=-7.58, Synergy_ZIP=0.519, Synergy_Bliss=0.321, Synergy_Loewe=-12.4, Synergy_HSA=-4.91. Cell line: OVCAR-8. Drug 2: C1=NC(=NC(=O)N1C2C(C(C(O2)CO)O)O)N. (5) Drug 1: C1CC(CNC1)C2=CC=C(C=C2)N3C=C4C=CC=C(C4=N3)C(=O)N. Drug 2: CC(C)(C#N)C1=CC=C(C=C1)N2C3=C4C=C(C=CC4=NC=C3N(C2=O)C)C5=CC6=CC=CC=C6N=C5. Cell line: HT29. Synergy scores: CSS=54.3, Synergy_ZIP=9.27, Synergy_Bliss=9.94, Synergy_Loewe=3.20, Synergy_HSA=13.2. (6) Cell line: IGROV1. Synergy scores: CSS=23.3, Synergy_ZIP=-0.188, Synergy_Bliss=-0.380, Synergy_Loewe=-17.5, Synergy_HSA=-0.467. Drug 1: CC12CCC3C(C1CCC2=O)CC(=C)C4=CC(=O)C=CC34C. Drug 2: C1=CC=C(C(=C1)C(C2=CC=C(C=C2)Cl)C(Cl)Cl)Cl. (7) Drug 1: CC1C(C(CC(O1)OC2CC(CC3=C2C(=C4C(=C3O)C(=O)C5=C(C4=O)C(=CC=C5)OC)O)(C(=O)C)O)N)O.Cl. Drug 2: CC(C)(C#N)C1=CC(=CC(=C1)CN2C=NC=N2)C(C)(C)C#N. Cell line: HOP-92. Synergy scores: CSS=13.6, Synergy_ZIP=-7.32, Synergy_Bliss=-4.06, Synergy_Loewe=-11.5, Synergy_HSA=-3.05. (8) Cell line: SK-MEL-5. Drug 2: CC(C)NC(=O)C1=CC=C(C=C1)CNNC.Cl. Synergy scores: CSS=32.6, Synergy_ZIP=-7.71, Synergy_Bliss=-0.00736, Synergy_Loewe=-40.0, Synergy_HSA=0.625. Drug 1: CCC1=C2CN3C(=CC4=C(C3=O)COC(=O)C4(CC)O)C2=NC5=C1C=C(C=C5)O. (9) Drug 1: COC1=CC(=CC(=C1O)OC)C2C3C(COC3=O)C(C4=CC5=C(C=C24)OCO5)OC6C(C(C7C(O6)COC(O7)C8=CC=CS8)O)O. Drug 2: C1=CC(=CC=C1CCCC(=O)O)N(CCCl)CCCl. Cell line: SNB-19. Synergy scores: CSS=55.2, Synergy_ZIP=-5.78, Synergy_Bliss=-2.31, Synergy_Loewe=-15.1, Synergy_HSA=0.544. (10) Drug 1: CN(C)C1=NC(=NC(=N1)N(C)C)N(C)C. Drug 2: CN(CCCl)CCCl.Cl. Cell line: HL-60(TB). Synergy scores: CSS=35.0, Synergy_ZIP=2.25, Synergy_Bliss=2.02, Synergy_Loewe=-37.5, Synergy_HSA=-1.91.